Dataset: Full USPTO retrosynthesis dataset with 1.9M reactions from patents (1976-2016). Task: Predict the reactants needed to synthesize the given product. (1) The reactants are: [NH2:1][CH:2]([C:10]1[CH:15]=[CH:14][CH:13]=[C:12]([Cl:16])[CH:11]=1)[C:3]([NH:5][CH2:6][CH2:7][O:8][CH3:9])=O.B.C1COCC1.Cl. Given the product [Cl:16][C:12]1[CH:11]=[C:10]([CH:2]([NH2:1])[CH2:3][NH:5][CH2:6][CH2:7][O:8][CH3:9])[CH:15]=[CH:14][CH:13]=1, predict the reactants needed to synthesize it. (2) Given the product [CH2:6]([O:8][C:9]([C:10]1[C:11]([Cl:3])=[C:22]2[C:21]([CH3:23])=[N:20][N:19]([C:24]3[CH:25]=[CH:26][C:27]([O:30][CH3:31])=[CH:28][CH:29]=3)[C:18]2=[N:17][CH:16]=1)=[O:32])[CH3:7], predict the reactants needed to synthesize it. The reactants are: O=P(Cl)(Cl)[Cl:3].[CH2:6]([O:8][C:9](=[O:32])[C:10](=[CH:16][NH:17][C:18]1[N:19]([C:24]2[CH:29]=[CH:28][C:27]([O:30][CH3:31])=[CH:26][CH:25]=2)[N:20]=[C:21]([CH3:23])[CH:22]=1)[C:11](OCC)=O)[CH3:7]. (3) Given the product [CH3:15][O:16][C:17]1[CH:18]=[C:19]([CH:30]=[CH:31][C:32]=1[C:2]1[C:7]([CH3:8])=[N:6][CH:5]=[CH:4][N:3]=1)[O:20][C:21]1[C:26]2[CH:27]=[CH:28][O:29][C:25]=2[CH:24]=[CH:23][N:22]=1, predict the reactants needed to synthesize it. The reactants are: Br[C:2]1[C:7]([CH3:8])=[N:6][CH:5]=[CH:4][N:3]=1.C(=O)([O-])[O-].[Na+].[Na+].[CH3:15][O:16][C:17]1[CH:18]=[C:19]([CH:30]=[CH:31][C:32]=1B1OC(C)(C)C(C)(C)O1)[O:20][C:21]1[C:26]2[CH:27]=[CH:28][O:29][C:25]=2[CH:24]=[CH:23][N:22]=1.